Dataset: Reaction yield outcomes from USPTO patents with 853,638 reactions. Task: Predict the reaction yield, written as a fraction of the theoretical maximum amount of product (1.0 means a 100% yield; for example, 0.34 means a 34% yield). (1) The reactants are [C:1]([NH:4][C:5]1[CH:10]=[CH:9][C:8]([C:11]2[N:20]=[C:19]([C:21]([OH:23])=O)[C:18]3[C:13](=[CH:14][CH:15]=[CH:16][CH:17]=3)[N:12]=2)=[CH:7][CH:6]=1)(=[O:3])[CH3:2].Cl.[CH3:25][O:26][C:27]1[C:36]([O:37][CH3:38])=[CH:35][CH:34]=[C:33]2[C:28]=1[CH2:29][CH2:30][NH:31][CH2:32]2. No catalyst specified. The product is [C:1]([NH:4][C:5]1[CH:10]=[CH:9][C:8]([C:11]2[N:20]=[C:19]([C:21]([N:31]3[CH2:30][CH2:29][C:28]4[C:33](=[CH:34][CH:35]=[C:36]([O:37][CH3:38])[C:27]=4[O:26][CH3:25])[CH2:32]3)=[O:23])[C:18]3[C:13](=[CH:14][CH:15]=[CH:16][CH:17]=3)[N:12]=2)=[CH:7][CH:6]=1)(=[O:3])[CH3:2]. The yield is 0.0700. (2) The reactants are [Cl:8][CH2:7][C:6](O[C:6](=[O:9])[CH2:7][Cl:8])=[O:9].[Br:10][C:11]1[CH:16]=[CH:15][C:14]([NH2:17])=[C:13]([O:18][CH3:19])[CH:12]=1. The catalyst is C(Cl)Cl. The product is [Br:10][C:11]1[CH:16]=[CH:15][C:14]([NH:17][C:6](=[O:9])[CH2:7][Cl:8])=[C:13]([O:18][CH3:19])[CH:12]=1. The yield is 0.970. (3) The reactants are [CH:1]1([C:8](Cl)=[O:9])[CH2:7][CH2:6][CH2:5][CH2:4][CH2:3][CH2:2]1.[CH2:11]([O:13][C:14]#[CH:15])[CH3:12].C(N(CC)CC)C. The catalyst is C(OCC)C. The product is [CH2:11]([O:13][CH:14]1[C:1]2([CH2:7][CH2:6][CH2:5][CH2:4][CH2:3][CH2:2]2)[C:8](=[O:9])[CH2:15]1)[CH3:12]. The yield is 0.870. (4) The reactants are [C:1]([NH:4][CH2:5][C@@H:6]1[O:10][C:9](=[O:11])[N:8]([C:12]2[CH:17]=[C:16]([F:18])[C:15]([N:19]3[CH2:24][CH2:23][C:22]([O:28][P:29](=[O:32])([OH:31])[OH:30])([CH2:25][O:26][CH3:27])[CH2:21][CH2:20]3)=[C:14]([F:33])[CH:13]=2)[CH2:7]1)(=[O:3])[CH3:2].C(=O)([O-])[O-].C(O)(=O)C.[Ca+2:42]. No catalyst specified. The product is [Ca+2:42].[C:1]([NH:4][CH2:5][C@@H:6]1[O:10][C:9](=[O:11])[N:8]([C:12]2[CH:17]=[C:16]([F:18])[C:15]([N:19]3[CH2:24][CH2:23][C:22]([O:28][P:29](=[O:30])([O-:31])[O-:32])([CH2:25][O:26][CH3:27])[CH2:21][CH2:20]3)=[C:14]([F:33])[CH:13]=2)[CH2:7]1)(=[O:3])[CH3:2]. The yield is 0.910. (5) The reactants are [H-].[Na+].[Cl:3][C:4]1[CH:9]=[CH:8][CH:7]=[CH:6][C:5]=1[N:10]1[C:14]([C:15]2[S:16][C:17]([C:20]3[CH:25]=[CH:24][CH:23]=[C:22]([S:26]([CH3:29])(=[O:28])=[O:27])[CH:21]=3)=[CH:18][CH:19]=2)=[CH:13][C:12]([CH2:30][OH:31])=[N:11]1.Br.Br[CH2:34][C:35]1[CH:40]=[CH:39][CH:38]=[CH:37][N:36]=1.CN(C=[O:45])C. No catalyst specified. The product is [Cl:3][C:4]1[CH:9]=[CH:8][CH:7]=[CH:6][C:5]=1[N:10]1[C:14]([C:15]2[S:16][C:17]([C:20]3[CH:25]=[CH:24][CH:23]=[C:22]([S:26]([CH3:29])(=[O:27])=[O:28])[CH:21]=3)=[CH:18][CH:19]=2)=[CH:13][C:12]([CH2:30][O:31][O:45][CH2:34][C:35]2[CH:40]=[CH:39][CH:38]=[CH:37][N:36]=2)=[N:11]1. The yield is 0.670. (6) The reactants are [F:1][C:2]1[CH:3]=[C:4]([N:9]2[CH2:13][CH:12]([CH2:14][NH:15][C:16](=[O:18])[CH3:17])[O:11][C:10]2=[O:19])[CH:5]=[CH:6][C:7]=1I.[CH3:20][C:21]1([CH3:28])[C:25]([CH3:27])([CH3:26])[O:24][BH:23][O:22]1.C(N(CC)CC)C. The catalyst is O1CCOCC1.C1C=CC(P(C2C=CC=CC=2)[C-]2C=CC=C2)=CC=1.C1C=CC(P(C2C=CC=CC=2)[C-]2C=CC=C2)=CC=1.Cl[Pd]Cl.[Fe+2]. The product is [F:1][C:2]1[CH:3]=[C:4]([N:9]2[CH2:13][CH:12]([CH2:14][NH:15][C:16](=[O:18])[CH3:17])[O:11][C:10]2=[O:19])[CH:5]=[CH:6][C:7]=1[B:23]1[O:24][C:25]([CH3:27])([CH3:26])[C:21]([CH3:28])([CH3:20])[O:22]1. The yield is 0.940.